From a dataset of Retrosynthesis with 50K atom-mapped reactions and 10 reaction types from USPTO. Predict the reactants needed to synthesize the given product. Given the product Cc1cc(OC(=O)c2ccccc2)cc(Cl)c1OCc1ccccc1, predict the reactants needed to synthesize it. The reactants are: Cc1cc(O)cc(Cl)c1OCc1ccccc1.O=C(Cl)c1ccccc1.